This data is from Forward reaction prediction with 1.9M reactions from USPTO patents (1976-2016). The task is: Predict the product of the given reaction. (1) Given the reactants [OH:1][C@H:2]1[CH2:6][CH2:5][N:4](C(OCC2C=CC=CC=2)=O)[CH2:3]1.[H-].[Na+].CS(O[CH2:24][CH2:25][O:26][CH2:27][CH2:28][O:29][CH2:30][CH2:31][O:32][CH:33]1[CH2:38][CH2:37][CH2:36][CH2:35][O:34]1)(=O)=O, predict the reaction product. The product is: [O:34]1[CH2:35][CH2:36][CH2:37][CH2:38][CH:33]1[O:32][CH2:31][CH2:30][O:29][CH2:28][CH2:27][O:26][CH2:25][CH2:24][O:1][C@H:2]1[CH2:6][CH2:5][NH:4][CH2:3]1. (2) Given the reactants Br[CH2:2][CH:3]1[O:8][C:7]2[CH:9]=[CH:10][CH:11]=[CH:12][C:6]=2[O:5][CH2:4]1.Br.[NH:14]1[CH2:19][CH2:18][CH2:17][CH:16]([C:20]2[CH:25]=[CH:24][CH:23]=[CH:22][C:21]=2[OH:26])[CH2:15]1, predict the reaction product. The product is: [O:8]1[C:7]2[CH:9]=[CH:10][CH:11]=[CH:12][C:6]=2[O:5][CH2:4][CH:3]1[CH2:2][N:14]1[CH2:19][CH2:18][CH2:17][CH:16]([C:20]2[CH:25]=[CH:24][CH:23]=[CH:22][C:21]=2[OH:26])[CH2:15]1. (3) Given the reactants [CH2:1]([O:8][C@H:9]1[CH2:13][NH:12][C@H:11]([CH:14]([CH3:16])[CH3:15])[CH2:10]1)[C:2]1[CH:7]=[CH:6][CH:5]=[CH:4][CH:3]=1.[F:17][C:18]([F:33])([F:32])[C:19]1[CH:20]=[C:21]([CH:29]=[CH:30][CH:31]=1)[C:22]([NH:24][CH2:25][C:26](O)=[O:27])=[O:23].C(Cl)CCl, predict the reaction product. The product is: [CH2:1]([O:8][C@H:9]1[CH2:13][N:12]([C:26](=[O:27])[CH2:25][NH:24][C:22](=[O:23])[C:21]2[CH:29]=[CH:30][CH:31]=[C:19]([C:18]([F:17])([F:33])[F:32])[CH:20]=2)[C@H:11]([CH:14]([CH3:16])[CH3:15])[CH2:10]1)[C:2]1[CH:3]=[CH:4][CH:5]=[CH:6][CH:7]=1. (4) Given the reactants [CH3:1][O:2][C:3]1[CH:4]=[C:5]([CH:20]=[CH:21][C:22]=1[O:23][CH3:24])[CH:6]=[N:7][NH:8][C:9]([CH:11]1[CH2:13][CH:12]1[C:14]1[CH:19]=[CH:18][CH:17]=[CH:16][CH:15]=1)=[O:10].[H-].[Na+].[CH3:27]I, predict the reaction product. The product is: [CH3:1][O:2][C:3]1[CH:4]=[C:5]([CH:20]=[CH:21][C:22]=1[O:23][CH3:24])[CH:6]=[N:7][N:8]([CH3:27])[C:9]([C@@H:11]1[CH2:13][C@H:12]1[C:14]1[CH:19]=[CH:18][CH:17]=[CH:16][CH:15]=1)=[O:10].